This data is from Full USPTO retrosynthesis dataset with 1.9M reactions from patents (1976-2016). The task is: Predict the reactants needed to synthesize the given product. (1) The reactants are: [NH2:1][C:2]1[CH:7]=[CH:6][CH:5]=[CH:4][N:3]=1.[C:8](C1NC=CN=1)(C1NC=CN=1)=[S:9].[N:20]1([C:26]([O:28][C:29]([CH3:32])([CH3:31])[CH3:30])=[O:27])[CH2:25][CH2:24][NH:23][CH2:22][CH2:21]1. Given the product [N:3]1[CH:4]=[CH:5][CH:6]=[CH:7][C:2]=1[NH:1][C:8]([N:23]1[CH2:24][CH2:25][N:20]([C:26]([O:28][C:29]([CH3:32])([CH3:31])[CH3:30])=[O:27])[CH2:21][CH2:22]1)=[S:9], predict the reactants needed to synthesize it. (2) Given the product [CH3:28][C:20]1[N:3]2[C:2]([C:7]3[O:8][CH2:9][CH2:10][N:11]([C:12]([O:14][C:15]([CH3:18])([CH3:17])[CH3:16])=[O:13])[C:6]=3[CH:5]=[CH:4]2)=[N:1][C:21]=1[C:22]([O:24][CH2:25][CH3:26])=[O:23], predict the reactants needed to synthesize it. The reactants are: [NH2:1][C:2]1[C:7]2[O:8][CH2:9][CH2:10][N:11]([C:12]([O:14][C:15]([CH3:18])([CH3:17])[CH3:16])=[O:13])[C:6]=2[CH:5]=[CH:4][N:3]=1.Br[CH:20]([CH3:28])[C:21](=O)[C:22]([O:24][CH2:25][CH3:26])=[O:23]. (3) The reactants are: [C:1]([C:4]1[NH:5][C:6]2[C:11]([CH:12]=1)=[CH:10][C:9]([O:13][CH2:14][C:15]1[CH:20]=[CH:19][CH:18]=[C:17]([NH:21][C:22](=[O:34])[C@H:23]([CH2:25][CH2:26][C:27](=[O:33])[O:28]C(C)(C)C)[NH2:24])[CH:16]=1)=[CH:8][CH:7]=2)(=[O:3])[NH2:2].Cl. Given the product [C:1]([C:4]1[NH:5][C:6]2[C:11]([CH:12]=1)=[CH:10][C:9]([O:13][CH2:14][C:15]1[CH:20]=[CH:19][CH:18]=[C:17]([NH:21][C:22](=[O:34])[C@H:23]([CH2:25][CH2:26][C:27](=[O:28])[OH:33])[NH2:24])[CH:16]=1)=[CH:8][CH:7]=2)(=[O:3])[NH2:2], predict the reactants needed to synthesize it.